Dataset: Full USPTO retrosynthesis dataset with 1.9M reactions from patents (1976-2016). Task: Predict the reactants needed to synthesize the given product. (1) The reactants are: [CH:1]1([N:4]([CH2:18][C:19]2[O:23][CH:22]=[C:21]([C:24]([OH:26])=O)[CH:20]=2)[S:5]([C:8]2[C:13]([CH3:14])=[CH:12][C:11]([O:15][CH3:16])=[CH:10][C:9]=2[CH3:17])(=[O:7])=[O:6])[CH2:3][CH2:2]1.CCN=C=NCCCN(C)C.C1C=CC2N(O)N=NC=2C=1.CCN(C(C)C)C(C)C.Cl.Cl.[CH3:59][NH:60][CH2:61][C:62]1[CH:74]=[CH:73][C:65]([CH2:66][N:67]2[CH2:71][CH2:70][CH:69]([OH:72])[CH2:68]2)=[CH:64][CH:63]=1. Given the product [CH:1]1([N:4]([CH2:18][C:19]2[O:23][CH:22]=[C:21]([C:24]([N:60]([CH2:61][C:62]3[CH:74]=[CH:73][C:65]([CH2:66][N:67]4[CH2:71][CH2:70][CH:69]([OH:72])[CH2:68]4)=[CH:64][CH:63]=3)[CH3:59])=[O:26])[CH:20]=2)[S:5]([C:8]2[C:9]([CH3:17])=[CH:10][C:11]([O:15][CH3:16])=[CH:12][C:13]=2[CH3:14])(=[O:7])=[O:6])[CH2:3][CH2:2]1, predict the reactants needed to synthesize it. (2) Given the product [C:11]([C:8]1[CH:9]=[CH:10][C:2]([CH3:1])=[C:3]([CH:7]=1)[C:4]([NH2:6])=[O:5])#[CH:12], predict the reactants needed to synthesize it. The reactants are: [CH3:1][C:2]1[CH:10]=[CH:9][C:8]([C:11]#[C:12][Si](C)(C)C)=[CH:7][C:3]=1[C:4]([NH2:6])=[O:5].CCCC[N+](CCCC)(CCCC)CCCC.[F-].